This data is from Full USPTO retrosynthesis dataset with 1.9M reactions from patents (1976-2016). The task is: Predict the reactants needed to synthesize the given product. (1) Given the product [Si:34]([O:35][CH2:36][C:37]1[N:38]([CH2:46][O:47][CH2:48][CH2:49][Si:50]([CH3:51])([CH3:52])[CH3:53])[CH:39]=[C:40]([C:42]([NH:1][C@@H:2]([CH3:18])[CH2:3][N:4]2[CH:8]=[CH:7][C:6]([C:9]3[CH:16]=[CH:15][C:12]([C:13]#[N:14])=[C:11]([Cl:17])[CH:10]=3)=[N:5]2)=[O:43])[N:41]=1)([C:30]([CH3:33])([CH3:32])[CH3:31])([CH3:55])[CH3:54], predict the reactants needed to synthesize it. The reactants are: [NH2:1][C@@H:2]([CH3:18])[CH2:3][N:4]1[CH:8]=[CH:7][C:6]([C:9]2[CH:16]=[CH:15][C:12]([C:13]#[N:14])=[C:11]([Cl:17])[CH:10]=2)=[N:5]1.C[Al](C)C.CCCCCCC.[C:30]([Si:34]([CH3:55])([CH3:54])[O:35][CH2:36][C:37]1[N:38]([CH2:46][O:47][CH2:48][CH2:49][Si:50]([CH3:53])([CH3:52])[CH3:51])[CH:39]=[C:40]([C:42](OC)=[O:43])[N:41]=1)([CH3:33])([CH3:32])[CH3:31]. (2) Given the product [C:1]([O:5][C:6]([N:8]1[CH2:17][CH2:16][C:15]2[C:10](=[CH:11][CH:12]=[C:13]([C:18](=[O:20])[CH2:19][Br:21])[CH:14]=2)[CH2:9]1)=[O:7])([CH3:4])([CH3:2])[CH3:3], predict the reactants needed to synthesize it. The reactants are: [C:1]([O:5][C:6]([N:8]1[CH2:17][CH2:16][C:15]2[C:10](=[CH:11][CH:12]=[C:13]([C:18](=[O:20])[CH3:19])[CH:14]=2)[CH2:9]1)=[O:7])([CH3:4])([CH3:3])[CH3:2].[Br-:21].[Br-].[Br-].C([N+](CCCC)(CCCC)CCCC)CCC.C([N+](CCCC)(CCCC)CCCC)CCC.C([N+](CCCC)(CCCC)CCCC)CCC. (3) The reactants are: [CH:1]1[C:14]2[C:5](=[N:6][CH:7]=[C:8]3[C:13]=2[CH:12]=[CH:11][CH:10]=[CH:9]3)[CH:4]=[CH:3][CH:2]=1.Cl[C:16]([O:18][CH2:19][CH3:20])=[O:17].[NH:21]1[C:29]2[C:24](=[CH:25][CH:26]=[CH:27][CH:28]=2)[CH:23]=[CH:22]1. Given the product [CH2:19]([O:18][C:16]([N:6]1[CH:7]([C:23]2[C:24]3[C:29](=[CH:28][CH:27]=[CH:26][CH:25]=3)[NH:21][CH:22]=2)[C:8]2[C:13](=[CH:12][CH:11]=[CH:10][CH:9]=2)[C:14]2[CH:1]=[CH:2][CH:3]=[CH:4][C:5]1=2)=[O:17])[CH3:20], predict the reactants needed to synthesize it. (4) Given the product [CH3:1][O:2][C:3]1[CH:8]=[C:7]([N:20]2[CH2:21][CH2:22][N:17]([S:14]([CH3:13])(=[O:16])=[O:15])[CH2:18][CH2:19]2)[CH:6]=[CH:5][C:4]=1[N+:10]([O-:12])=[O:11], predict the reactants needed to synthesize it. The reactants are: [CH3:1][O:2][C:3]1[CH:8]=[C:7](F)[CH:6]=[CH:5][C:4]=1[N+:10]([O-:12])=[O:11].[CH3:13][S:14]([N:17]1[CH2:22][CH2:21][NH:20][CH2:19][CH2:18]1)(=[O:16])=[O:15].C([O-])([O-])=O.[K+].[K+].O. (5) Given the product [CH3:15][O:16][C:17]1[CH:18]=[C:19]([CH2:26][CH2:27][N:28]2[CH2:33][CH2:32][N:31]([CH3:34])[CH2:30][CH2:29]2)[CH:20]=[CH:21][C:22]=1[N+:23]([O-:25])=[O:24], predict the reactants needed to synthesize it. The reactants are: C(O[BH-](OC(=O)C)OC(=O)C)(=O)C.[Na+].[CH3:15][O:16][C:17]1[CH:18]=[C:19](/[CH:26]=[CH:27]/[N:28]2[CH2:33][CH2:32][N:31]([CH3:34])[CH2:30][CH2:29]2)[CH:20]=[CH:21][C:22]=1[N+:23]([O-:25])=[O:24]. (6) Given the product [Br:1][C:2]1[CH:7]=[CH:6][C:5]([O:8][CH2:10][CH:11]2[CH2:13][CH2:12]2)=[CH:4][CH:3]=1, predict the reactants needed to synthesize it. The reactants are: [Br:1][C:2]1[CH:7]=[CH:6][C:5]([OH:8])=[CH:4][CH:3]=1.Cl[CH2:10][CH:11]1[CH2:13][CH2:12]1.C([O-])([O-])=O.[K+].[K+].CN(C=O)C. (7) The reactants are: [CH3:1][O:2][C:3]1[CH:8]=[CH:7][C:6]([CH2:9][C:10](=O)[CH:11]([CH3:13])[CH3:12])=[CH:5][C:4]=1[O:15][CH2:16][CH2:17][CH2:18][O:19][CH3:20].[BH3-]C#[N:23].[Na+].[OH-].[Na+]. Given the product [CH3:1][O:2][C:3]1[CH:8]=[CH:7][C:6]([CH2:9][CH:10]([NH2:23])[CH:11]([CH3:13])[CH3:12])=[CH:5][C:4]=1[O:15][CH2:16][CH2:17][CH2:18][O:19][CH3:20], predict the reactants needed to synthesize it. (8) Given the product [CH2:21]([NH:1][C:2]1[CH:10]=[C:9]2[C:5]([CH2:6][O:7][C:8]2=[C:11]2[C:19]3[C:14](=[CH:15][CH:16]=[CH:17][CH:18]=3)[NH:13][C:12]2=[O:20])=[CH:4][CH:3]=1)[CH3:22].[CH2:24]([N:1]([CH2:21][CH3:22])[C:2]1[CH:10]=[C:9]2[C:5]([CH2:6][O:7][C:8]2=[C:11]2[C:19]3[C:14](=[CH:15][CH:16]=[CH:17][CH:18]=3)[NH:13][C:12]2=[O:20])=[CH:4][CH:3]=1)[CH3:25], predict the reactants needed to synthesize it. The reactants are: [NH2:1][C:2]1[CH:10]=[C:9]2[C:5]([CH2:6][O:7][C:8]2=[C:11]2[C:19]3[C:14](=[CH:15][CH:16]=[CH:17][CH:18]=3)[NH:13][C:12]2=[O:20])=[CH:4][CH:3]=1.[CH:21](=O)[CH3:22].[C:24](O[BH-](OC(=O)C)OC(=O)C)(=O)[CH3:25].[Na+]. (9) Given the product [Br:1][C:2]1[C:7]([O:8][CH2:9][CH:10]2[CH2:12][CH2:11]2)=[CH:6][C:5]([C:18]#[N:19])=[N:4][CH:3]=1, predict the reactants needed to synthesize it. The reactants are: [Br:1][C:2]1[CH:3]=[N+:4]([O-])[CH:5]=[CH:6][C:7]=1[O:8][CH2:9][CH:10]1[CH2:12][CH2:11]1.[Si]([C:18]#[N:19])(C)(C)C.CN(C)C(Cl)=O. (10) Given the product [CH3:21][O:18][C:17](=[O:19])[CH2:16][CH2:15][CH2:14][NH:13][C:12]([NH:11][C:1]12[CH2:8][CH:7]3[CH2:9][CH:3]([CH2:4][CH:5]([CH2:6]3)[CH2:10]1)[CH2:2]2)=[O:20], predict the reactants needed to synthesize it. The reactants are: [C:1]12([NH:11][C:12](=[O:20])[NH:13][CH2:14][CH2:15][CH2:16][C:17]([OH:19])=[O:18])[CH2:10][CH:5]3[CH2:6][CH:7]([CH2:9][CH:3]([CH2:4]3)[CH2:2]1)[CH2:8]2.[C:21]([O-])([O-])=O.[K+].[K+].IC.